Task: Predict the reaction yield, written as a fraction of the theoretical maximum amount of product (1.0 means a 100% yield; for example, 0.34 means a 34% yield).. Dataset: Reaction yield outcomes from USPTO patents with 853,638 reactions (1) The reactants are [CH:1]([C:3]1[CH:12]=[CH:11][CH:10]=[C:9]([O:13][CH2:14][C:15]2[CH:20]=[CH:19][C:18]([C:21]([O:23][CH3:24])=[O:22])=[CH:17][CH:16]=2)[C:4]=1[C:5]([O:7][CH3:8])=[O:6])=[CH2:2].[C:25]([OH:28])(=[S:27])[CH3:26].CC(N=NC(C#N)(C)C)(C#N)C. The catalyst is C1C=CC=CC=1. The product is [C:25]([S:27][CH2:2][CH2:1][C:3]1[CH:12]=[CH:11][CH:10]=[C:9]([O:13][CH2:14][C:15]2[CH:16]=[CH:17][C:18]([C:21]([O:23][CH3:24])=[O:22])=[CH:19][CH:20]=2)[C:4]=1[C:5]([O:7][CH3:8])=[O:6])(=[O:28])[CH3:26]. The yield is 0.600. (2) The reactants are [C:1](/[CH:3]=[CH:4]/[S:5]([C:8]1[CH:13]=[CH:12][C:11]([C:14]([CH3:19])([CH3:18])[C:15]([OH:17])=O)=[CH:10][CH:9]=1)(=[O:7])=[O:6])#[N:2].[F:20][C:21]1[CH:22]=[C:23]([CH:26]=[CH:27][CH:28]=1)[CH2:24][NH2:25].Cl.CN(C)CCCN=C=NCC.ON1C2C=CC=CC=2N=N1. The catalyst is C(#N)C. The product is [C:1](/[CH:3]=[CH:4]/[S:5]([C:8]1[CH:9]=[CH:10][C:11]([C:14]([CH3:19])([CH3:18])[C:15]([NH:25][CH2:24][C:23]2[CH:26]=[CH:27][CH:28]=[C:21]([F:20])[CH:22]=2)=[O:17])=[CH:12][CH:13]=1)(=[O:6])=[O:7])#[N:2]. The yield is 0.160. (3) The reactants are C[O:2][C:3](=[O:27])[C@@H:4]([N:9]1[CH2:13][C:12]([O:14][C:15]2[CH:20]=[CH:19][C:18]([CH2:21][C:22]([OH:25])([CH3:24])[CH3:23])=[CH:17][CH:16]=2)=[CH:11][C:10]1=[O:26])[CH2:5][CH:6]([CH3:8])[CH3:7].O.[OH-].[Li+]. The catalyst is O1CCCC1.O. The product is [OH:25][C:22]([CH3:24])([CH3:23])[CH2:21][C:18]1[CH:17]=[CH:16][C:15]([O:14][C:12]2[CH2:13][N:9]([C@@H:4]([CH2:5][CH:6]([CH3:7])[CH3:8])[C:3]([OH:27])=[O:2])[C:10](=[O:26])[CH:11]=2)=[CH:20][CH:19]=1. The yield is 0.830.